This data is from Full USPTO retrosynthesis dataset with 1.9M reactions from patents (1976-2016). The task is: Predict the reactants needed to synthesize the given product. (1) Given the product [CH3:1][N:2]([CH:3]1[CH2:16][C:15]2[C:6]([CH3:25])([CH:7]3[CH:12]([CH2:13][CH:14]=2)[CH:11]2[CH2:17][CH2:18][CH:19]4[CH:20]([CH3:24])[N:21]([CH3:23])[CH2:22][C:10]24[CH2:9][CH2:8]3)[CH2:5][CH2:4]1)[S:28]([CH2:26][CH3:27])(=[O:30])=[O:29], predict the reactants needed to synthesize it. The reactants are: [CH3:1][NH:2][CH:3]1[CH2:16][C:15]2[C:6]([CH3:25])([CH:7]3[CH:12]([CH2:13][CH:14]=2)[CH:11]2[CH2:17][CH2:18][CH:19]4[CH:20]([CH3:24])[N:21]([CH3:23])[CH2:22][C:10]24[CH2:9][CH2:8]3)[CH2:5][CH2:4]1.[CH2:26]([S:28](Cl)(=[O:30])=[O:29])[CH3:27].C(N(CC)CC)C. (2) Given the product [CH2:45]([O:1][CH2:2][CH2:3][O:4][C:5]1[CH:10]=[CH:9][C:8]([CH:11]2[CH2:16][CH2:15][N:14]([C:17]([O:19][C:20]([CH3:21])([CH3:22])[CH3:23])=[O:18])[CH2:13][CH:12]2[O:24][CH2:25][C:26]2[CH:35]=[C:34]([OH:36])[C:33]3[C:28](=[CH:29][CH:30]=[CH:31][CH:32]=3)[CH:27]=2)=[CH:7][CH:6]=1)[C:46]1[CH:51]=[CH:50][CH:49]=[CH:48][CH:47]=1, predict the reactants needed to synthesize it. The reactants are: [OH:1][CH2:2][CH2:3][O:4][C:5]1[CH:10]=[CH:9][C:8]([CH:11]2[CH2:16][CH2:15][N:14]([C:17]([O:19][C:20]([CH3:23])([CH3:22])[CH3:21])=[O:18])[CH2:13][CH:12]2[O:24][CH2:25][C:26]2[CH:35]=[C:34]([O:36]COCC[Si](C)(C)C)[C:33]3[C:28](=[CH:29][CH:30]=[CH:31][CH:32]=3)[CH:27]=2)=[CH:7][CH:6]=1.[CH2:45](Br)[C:46]1[CH:51]=[CH:50][CH:49]=[CH:48][CH:47]=1. (3) The reactants are: [C:1]([O:5][C:6](=[O:27])[CH2:7][N:8]([CH:14]([C:21]1[CH:26]=[CH:25][CH:24]=[CH:23][CH:22]=1)[C:15]1[CH:20]=[CH:19][CH:18]=[CH:17][CH:16]=1)[CH2:9][CH:10](Cl)[CH2:11][CH3:12])([CH3:4])([CH3:3])[CH3:2].C[Si]([N-][Si](C)(C)C)(C)C.[Na+].CC(O)=O. Given the product [C:1]([O:5][C:6]([C@H:7]1[C@H:10]([CH2:11][CH3:12])[CH2:9][N:8]1[CH:14]([C:21]1[CH:26]=[CH:25][CH:24]=[CH:23][CH:22]=1)[C:15]1[CH:20]=[CH:19][CH:18]=[CH:17][CH:16]=1)=[O:27])([CH3:4])([CH3:3])[CH3:2], predict the reactants needed to synthesize it. (4) The reactants are: [NH2:1][C@@H:2]1[CH2:11][C:10]2[C:5](=[CH:6][C:7]([Br:12])=[CH:8][CH:9]=2)[N:4]([OH:13])[C:3]1=[O:14].BrC1C=C2C(C[C@H](NC(=O)OC(C)(C)C)C(=O)N2OC(OC(C)(C)C)=O)=CC=1. Given the product [NH2:1][C@H:2]1[CH2:11][C:10]2[C:5](=[CH:6][C:7]([Br:12])=[CH:8][CH:9]=2)[N:4]([OH:13])[C:3]1=[O:14], predict the reactants needed to synthesize it.